Dataset: Full USPTO retrosynthesis dataset with 1.9M reactions from patents (1976-2016). Task: Predict the reactants needed to synthesize the given product. (1) Given the product [CH2:12]([C:8]1[CH:7]=[C:6]([CH:11]=[CH:10][CH:9]=1)[CH:2]=[O:1])[C:14]1[CH:15]=[CH:16][CH:17]=[CH:18][CH:19]=1, predict the reactants needed to synthesize it. The reactants are: [O:1]1CCO[CH:2]1[C:6]1[CH:7]=[C:8]([CH:12]([C:14]2[CH:19]=[CH:18][CH:17]=[CH:16][CH:15]=2)O)[CH:9]=[CH:10][CH:11]=1.[I-].[Na+].ClC([SiH3])Cl. (2) Given the product [CH3:7][O:6][C:4](=[O:5])[C:3]1[CH:8]=[CH:9][C:10]([Cl:12])=[CH:11][C:2]=1[NH:1][S:27]([C:24]1[CH:23]=[CH:22][C:21]([O:20][CH2:13][C:14]2[CH:15]=[CH:16][CH:17]=[CH:18][CH:19]=2)=[CH:26][CH:25]=1)(=[O:29])=[O:28], predict the reactants needed to synthesize it. The reactants are: [NH2:1][C:2]1[CH:11]=[C:10]([Cl:12])[CH:9]=[CH:8][C:3]=1[C:4]([O:6][CH3:7])=[O:5].[CH2:13]([O:20][C:21]1[CH:26]=[CH:25][C:24]([S:27](Cl)(=[O:29])=[O:28])=[CH:23][CH:22]=1)[C:14]1[CH:19]=[CH:18][CH:17]=[CH:16][CH:15]=1.N1C=CC=CC=1. (3) Given the product [OH:8][C:9]1[C:10]([C:22]2[NH:34][C:33]3[CH:32]=[CH:31][C:28]([C:29]#[N:30])=[CH:27][C:26]=3[N:25]=2)=[N:11][CH:12]=[N:13][C:14]=1[C:15]1[CH:16]=[CH:17][C:18]([CH3:21])=[CH:19][CH:20]=1, predict the reactants needed to synthesize it. The reactants are: C([O:8][C:9]1[C:10]([C:22](O)=O)=[N:11][CH:12]=[N:13][C:14]=1[C:15]1[CH:20]=[CH:19][C:18]([CH3:21])=[CH:17][CH:16]=1)C1C=CC=CC=1.[NH2:25][C:26]1[CH:27]=[C:28]([CH:31]=[CH:32][C:33]=1[NH2:34])[C:29]#[N:30].CN(C(ON1N=NC2C=CC=NC1=2)=[N+](C)C)C.F[P-](F)(F)(F)(F)F.C(N(C(C)C)CC)(C)C. (4) The reactants are: [CH3:1][CH:2]([CH3:16])[C:3]([C:5]1[NH:6][C:7]2[C:12]([CH:13]=1)=[CH:11][CH:10]=[C:9]([S:14][CH3:15])[CH:8]=2)=[O:4].[C:17]([O:21][C:22](=[O:27])[NH:23][CH2:24][CH2:25]Br)([CH3:20])([CH3:19])[CH3:18]. Given the product [C:3]([C:5]1[N:6]([CH2:25][CH2:24][NH:23][C:22](=[O:27])[O:21][C:17]([CH3:20])([CH3:19])[CH3:18])[C:7]2[C:12]([CH:13]=1)=[CH:11][CH:10]=[C:9]([S:14][CH3:15])[CH:8]=2)(=[O:4])[CH:2]([CH3:16])[CH3:1], predict the reactants needed to synthesize it.